This data is from Forward reaction prediction with 1.9M reactions from USPTO patents (1976-2016). The task is: Predict the product of the given reaction. (1) Given the reactants C(OC(=O)[NH:7][CH2:8][CH2:9][C@@H:10]([NH:17][C:18](=[O:44])[C:19]1[CH:24]=[CH:23][C:22]([CH3:25])=[C:21]([NH:26][C:27]([C:29]2[C:30](=[O:43])[NH:31][C:32]3[C:37]([CH:38]=2)=[CH:36][C:35]([O:39][CH3:40])=[C:34]([O:41][CH3:42])[CH:33]=3)=[O:28])[CH:20]=1)[C:11]1[CH:16]=[CH:15][CH:14]=[CH:13][CH:12]=1)(C)(C)C, predict the reaction product. The product is: [NH2:7][CH2:8][CH2:9][C@@H:10]([NH:17][C:18]([C:19]1[CH:24]=[CH:23][C:22]([CH3:25])=[C:21]([NH:26][C:27]([C:29]2[C:30](=[O:43])[NH:31][C:32]3[C:37]([CH:38]=2)=[CH:36][C:35]([O:39][CH3:40])=[C:34]([O:41][CH3:42])[CH:33]=3)=[O:28])[CH:20]=1)=[O:44])[C:11]1[CH:16]=[CH:15][CH:14]=[CH:13][CH:12]=1. (2) Given the reactants [F:1][C:2]1[CH:11]=[C:10]([CH:12]=O)[CH:9]=[CH:8][C:3]=1[C:4]([O:6][CH3:7])=[O:5].[NH2:14][CH2:15][CH2:16][C:17]1[C:25]2[C:20](=[CH:21][CH:22]=[CH:23][CH:24]=2)[NH:19][CH:18]=1.[CH3:26][C:27]([CH2:29][C:30]([C:32](OC)=[O:33])=[O:31])=[O:28], predict the reaction product. The product is: [NH:19]1[C:20]2[C:25](=[CH:24][CH:23]=[CH:22][CH:21]=2)[C:17]([CH2:16][CH2:15][N:14]2[C:32](=[O:33])[C:30]([OH:31])=[C:29]([C:27](=[O:28])[CH3:26])[CH:12]2[C:10]2[CH:9]=[CH:8][C:3]([C:4]([O:6][CH3:7])=[O:5])=[C:2]([F:1])[CH:11]=2)=[CH:18]1.